This data is from HIV replication inhibition screening data with 41,000+ compounds from the AIDS Antiviral Screen. The task is: Binary Classification. Given a drug SMILES string, predict its activity (active/inactive) in a high-throughput screening assay against a specified biological target. (1) The molecule is CC(C)N(C(C)C)P(N(C(C)C)C(C)C)[Mo](C#[O+])(C#[O+])(C#[O+])(C#[O+])C#[O+]. The result is 0 (inactive). (2) The molecule is Clc1cc(NN=C(c2ccccc2)c2ccccn2)ncn1. The result is 0 (inactive). (3) The drug is O=S(=O)(O)c1cc(N=Nc2ccc(O)c3ccccc23)ccc1C=Cc1ccc(N=Nc2ccc(O)c3ccccc23)cc1S(=O)(=O)O. The result is 1 (active). (4) The drug is Cc1cc2c(=O)cc(-c3ccncc3)oc2c(C(=O)O)c1C. The result is 0 (inactive). (5) The drug is CNC(=O)CNC(=O)C(Cc1ccc(NC(=O)CCCCC(C)=O)cc1)NC(=O)C(CCC(=O)OCc1ccccc1)NC(=O)OC(C)(C)C. The result is 0 (inactive). (6) The molecule is COc1c2c(c3ccccc3c1O)C1C=CC2C1. The result is 0 (inactive).